The task is: Predict the reactants needed to synthesize the given product.. This data is from Full USPTO retrosynthesis dataset with 1.9M reactions from patents (1976-2016). (1) The reactants are: [CH2:1]([C:3]1([CH2:10][OH:11])[CH2:8][CH2:7][N:6]([CH3:9])[CH2:5][CH2:4]1)[CH3:2].[H-].[Na+].Cl[C:15]1[C:23]2[C:22]3[CH:24]=[C:25]([C:28]#[N:29])[N:26]=[CH:27][C:21]=3[N:20](COCC[Si](C)(C)C)[C:19]=2[N:18]=[CH:17][CH:16]=1. Given the product [CH2:1]([C:3]1([CH2:10][O:11][C:15]2[C:23]3[C:22]4[CH:24]=[C:25]([C:28]#[N:29])[N:26]=[CH:27][C:21]=4[NH:20][C:19]=3[N:18]=[CH:17][CH:16]=2)[CH2:8][CH2:7][N:6]([CH3:9])[CH2:5][CH2:4]1)[CH3:2], predict the reactants needed to synthesize it. (2) The reactants are: [C:1](=[O:19])([O:17][CH3:18])[O:2][C:3]1[CH:8]=[CH:7][C:6]([C:9]([CH3:12])([CH3:11])[CH3:10])=[CH:5][C:4]=1[C:13]([CH3:16])([CH3:15])[CH3:14].C(Cl)Cl.S(=O)(=O)(O)O.[N+:28]([O-])([OH:30])=[O:29]. Given the product [C:1](=[O:19])([O:17][CH3:18])[O:2][C:3]1[CH:8]=[C:7]([N+:28]([O-:30])=[O:29])[C:6]([C:9]([CH3:10])([CH3:11])[CH3:12])=[CH:5][C:4]=1[C:13]([CH3:16])([CH3:15])[CH3:14], predict the reactants needed to synthesize it. (3) Given the product [CH3:12][O:11][C:7]1[CH:6]=[C:5]([CH2:13][C:14](=[O:16])[S:23][C:17]2[CH:22]=[CH:21][CH:20]=[CH:19][CH:18]=2)[CH:4]=[C:3]([O:2][CH3:1])[C:8]=1[O:9][CH3:10], predict the reactants needed to synthesize it. The reactants are: [CH3:1][O:2][C:3]1[CH:4]=[C:5]([CH2:13][C:14]([OH:16])=O)[CH:6]=[C:7]([O:11][CH3:12])[C:8]=1[O:9][CH3:10].[C:17]1([SH:23])[CH:22]=[CH:21][CH:20]=[CH:19][CH:18]=1.C1CCC(N=C=NC2CCCCC2)CC1. (4) Given the product [F:35][CH2:34][O:1][C:2]1[CH:3]=[C:4]([N:8]2[CH:13]=[CH:12][C:11](=[O:14])[C:10]([C:15]3[N:16]([C:20]4[C:29]5[C:24](=[CH:25][CH:26]=[CH:27][CH:28]=5)[CH:23]=[CH:22][CH:21]=4)[N:17]=[CH:18][CH:19]=3)=[N:9]2)[CH:5]=[CH:6][CH:7]=1, predict the reactants needed to synthesize it. The reactants are: [OH:1][C:2]1[CH:3]=[C:4]([N:8]2[CH:13]=[CH:12][C:11](=[O:14])[C:10]([C:15]3[N:16]([C:20]4[C:29]5[C:24](=[CH:25][CH:26]=[CH:27][CH:28]=5)[CH:23]=[CH:22][CH:21]=4)[N:17]=[CH:18][CH:19]=3)=[N:9]2)[CH:5]=[CH:6][CH:7]=1.S(C1C=CC(C)=CC=1)(O[CH2:34][F:35])(=O)=O. (5) Given the product [Cl:34][C:35]1[CH:40]=[CH:39][CH:38]=[CH:37][C:36]=1[C:41]1[CH:46]=[CH:45][CH:44]=[C:43]([NH:47][C:48]([C@@H:50]2[CH2:54][C@@H:53]([F:55])[CH2:52][N:51]2[C:21](=[O:23])[CH2:20][N:6]2[C:7]3[C:12](=[CH:11][C:10]([NH:13][C:14]4[N:15]=[N:16][CH:17]=[CH:18][CH:19]=4)=[CH:9][CH:8]=3)[C:4]([C:1]([NH2:2])=[O:3])=[N:5]2)=[O:49])[C:42]=1[F:56], predict the reactants needed to synthesize it. The reactants are: [C:1]([C:4]1[C:12]2[C:7](=[CH:8][CH:9]=[C:10]([NH:13][C:14]3[N:15]=[N:16][CH:17]=[CH:18][CH:19]=3)[CH:11]=2)[N:6]([CH2:20][C:21]([OH:23])=O)[N:5]=1)(=[O:3])[NH2:2].CCN(C(C)C)C(C)C.Cl.[Cl:34][C:35]1[CH:40]=[CH:39][CH:38]=[CH:37][C:36]=1[C:41]1[CH:46]=[CH:45][CH:44]=[C:43]([NH:47][C:48]([C@@H:50]2[CH2:54][C@@H:53]([F:55])[CH2:52][NH:51]2)=[O:49])[C:42]=1[F:56].CN(C(ON1N=NC2C=CC=NC1=2)=[N+](C)C)C.F[P-](F)(F)(F)(F)F.C(O)(C(F)(F)F)=O. (6) Given the product [C:1]([Si:5]([C:37]1[CH:42]=[CH:41][CH:40]=[CH:39][CH:38]=1)([C:31]1[CH:36]=[CH:35][CH:34]=[CH:33][CH:32]=1)[O:6][CH2:7][C@H:8]([N:10]1[C:15]2=[N:16][C:17]([NH:43][C:44]3[CH:49]=[CH:48][CH:47]=[CH:46][CH:45]=3)=[N:18][CH:19]=[C:14]2[C@@H:13]([CH3:21])[N:12]([C:22]2[CH:27]=[CH:26][C:25]([O:28][CH3:29])=[CH:24][CH:23]=2)[C:11]1=[O:30])[CH3:9])([CH3:4])([CH3:3])[CH3:2], predict the reactants needed to synthesize it. The reactants are: [C:1]([Si:5]([C:37]1[CH:42]=[CH:41][CH:40]=[CH:39][CH:38]=1)([C:31]1[CH:36]=[CH:35][CH:34]=[CH:33][CH:32]=1)[O:6][CH2:7][C@H:8]([N:10]1[C:15]2=[N:16][C:17](Cl)=[N:18][CH:19]=[C:14]2[C@@H:13]([CH3:21])[N:12]([C:22]2[CH:27]=[CH:26][C:25]([O:28][CH3:29])=[CH:24][CH:23]=2)[C:11]1=[O:30])[CH3:9])([CH3:4])([CH3:3])[CH3:2].[NH2:43][C:44]1[CH:49]=[CH:48][CH:47]=[CH:46][CH:45]=1. (7) Given the product [F:22][C:23]1[CH:24]=[CH:25][C:26]([N+:30]([O-:32])=[O:31])=[C:27]([NH:28][C:2]2[CH:11]=[CH:10][C:9]3[C:8]4[C:12]5[NH:19][CH2:18][C@@H:17]([CH3:20])[NH:16][C:15](=[O:21])[C:13]=5[S:14][C:7]=4[CH:6]=[CH:5][C:4]=3[N:3]=2)[CH:29]=1, predict the reactants needed to synthesize it. The reactants are: Cl[C:2]1[CH:11]=[CH:10][C:9]2[C:8]3[C:12]4[NH:19][CH2:18][C@@H:17]([CH3:20])[NH:16][C:15](=[O:21])[C:13]=4[S:14][C:7]=3[CH:6]=[CH:5][C:4]=2[N:3]=1.[F:22][C:23]1[CH:24]=[CH:25][C:26]([N+:30]([O-:32])=[O:31])=[C:27]([CH:29]=1)[NH2:28].C(=O)([O-])[O-].[Cs+].[Cs+].CC1(C)C2C(=C(P(C3C=CC=CC=3)C3C=CC=CC=3)C=CC=2)OC2C(P(C3C=CC=CC=3)C3C=CC=CC=3)=CC=CC1=2.